Regression. Given two drug SMILES strings and cell line genomic features, predict the synergy score measuring deviation from expected non-interaction effect. From a dataset of NCI-60 drug combinations with 297,098 pairs across 59 cell lines. (1) Drug 1: CNC(=O)C1=CC=CC=C1SC2=CC3=C(C=C2)C(=NN3)C=CC4=CC=CC=N4. Drug 2: CCC(=C(C1=CC=CC=C1)C2=CC=C(C=C2)OCCN(C)C)C3=CC=CC=C3.C(C(=O)O)C(CC(=O)O)(C(=O)O)O. Cell line: HS 578T. Synergy scores: CSS=1.98, Synergy_ZIP=1.23, Synergy_Bliss=4.71, Synergy_Loewe=0.596, Synergy_HSA=1.26. (2) Drug 1: CCC1(CC2CC(C3=C(CCN(C2)C1)C4=CC=CC=C4N3)(C5=C(C=C6C(=C5)C78CCN9C7C(C=CC9)(C(C(C8N6C=O)(C(=O)OC)O)OC(=O)C)CC)OC)C(=O)OC)O.OS(=O)(=O)O. Drug 2: C1CN(P(=O)(OC1)NCCCl)CCCl. Cell line: HCT116. Synergy scores: CSS=4.03, Synergy_ZIP=-1.21, Synergy_Bliss=2.26, Synergy_Loewe=3.50, Synergy_HSA=3.96.